Predict the reaction yield, written as a fraction of the theoretical maximum amount of product (1.0 means a 100% yield; for example, 0.34 means a 34% yield). From a dataset of Reaction yield outcomes from USPTO patents with 853,638 reactions. The reactants are [OH-].[Na+].C[O:4][C:5](=[O:43])[CH2:6][C@H:7]1[CH2:12][CH2:11][C@H:10]([C:13]2[CH:18]=[CH:17][C:16]([NH:19][C:20](=[O:42])[CH2:21][CH2:22][NH:23][C:24]([C:26]3[N:27]=[C:28]([C:35]4[CH:40]=[CH:39][CH:38]=[CH:37][C:36]=4[F:41])[O:29][C:30]=3[C:31]([F:34])([F:33])[F:32])=[O:25])=[CH:15][CH:14]=2)[CH2:9][CH2:8]1. The catalyst is C1COCC1.CO.O. The product is [F:41][C:36]1[CH:37]=[CH:38][CH:39]=[CH:40][C:35]=1[C:28]1[O:29][C:30]([C:31]([F:34])([F:32])[F:33])=[C:26]([C:24]([NH:23][CH2:22][CH2:21][C:20]([NH:19][C:16]2[CH:15]=[CH:14][C:13]([C@H:10]3[CH2:9][CH2:8][C@H:7]([CH2:6][C:5]([OH:43])=[O:4])[CH2:12][CH2:11]3)=[CH:18][CH:17]=2)=[O:42])=[O:25])[N:27]=1. The yield is 0.940.